This data is from Full USPTO retrosynthesis dataset with 1.9M reactions from patents (1976-2016). The task is: Predict the reactants needed to synthesize the given product. (1) Given the product [CH2:21]([N:9]1[C:10]2[N:11]=[C:12]([Cl:20])[NH:13][C:14]=2[C:15](=[O:16])[N:7]([CH2:6][CH2:5][CH2:4][CH2:3][CH2:2][NH:30][C:29](=[O:31])[C:28]2[CH:32]=[CH:33][CH:34]=[CH:35][C:27]=2[C:26]([N:38]2[CH2:43][CH2:42][O:41][CH2:40][CH2:39]2)=[O:36])[C:8]1=[O:25])[CH2:22][CH2:23][CH3:24], predict the reactants needed to synthesize it. The reactants are: Br[CH2:2][CH2:3][CH2:4][CH2:5][CH2:6][N:7]1[C:15](=[O:16])[C:14]2[N:13](CC=C)[C:12]([Cl:20])=[N:11][C:10]=2[N:9]([CH2:21][CH2:22][CH2:23][CH3:24])[C:8]1=[O:25].[C:26]1(=[O:36])[NH:30][C:29](=[O:31])[C:28]2=[CH:32][CH:33]=[CH:34][CH:35]=[C:27]12.[K].[NH:38]1[CH2:43][CH2:42][O:41][CH2:40][CH2:39]1. (2) Given the product [N:1]1[CH:6]=[CH:5][C:4]([C:7]2[N:11]3[CH:12]=[CH:13][CH:14]=[CH:15][C:10]3=[N:9][C:8]=2[CH2:16][OH:17])=[CH:3][CH:2]=1, predict the reactants needed to synthesize it. The reactants are: [N:1]1[CH:6]=[CH:5][C:4]([C:7]2[N:11]3[CH:12]=[CH:13][CH:14]=[CH:15][C:10]3=[N:9][C:8]=2[C:16](OCC)=[O:17])=[CH:3][CH:2]=1.[BH4-].[Li+].[OH-].[Na+].O. (3) Given the product [CH2:8]([C:6]1[C:5]([O:10][CH3:11])=[N:4][C:3]([CH3:12])=[C:2]([N:19]2[CH:23]=[CH:22][CH:21]=[N:20]2)[CH:7]=1)[CH3:9], predict the reactants needed to synthesize it. The reactants are: Br[C:2]1[C:3]([CH3:12])=[N:4][C:5]([O:10][CH3:11])=[C:6]([CH2:8][CH3:9])[CH:7]=1.C(=O)([O-])[O-].[K+].[K+].[NH:19]1[CH:23]=[CH:22][CH:21]=[N:20]1. (4) Given the product [Cl:35][C:30]1[CH:31]=[CH:32][CH:33]=[CH:34][C:29]=1[CH:28]([O:36][CH:37]1[CH2:38][N:39]([C:41]([NH:43][CH:44]([CH2:46][CH3:3])[CH3:47])=[O:42])[CH2:40]1)[C:27]1[CH:48]=[CH:49][CH:50]=[CH:51][C:26]=1[Cl:25], predict the reactants needed to synthesize it. The reactants are: Cl.Cl[C:3]1C=CC=CC=1C(OC1CNC1)C1C=CC=CC=1Cl.[N-]=C=O.[Cl:25][C:26]1[CH:51]=[CH:50][CH:49]=[CH:48][C:27]=1[CH:28]([O:36][CH:37]1[CH2:40][N:39]([C:41]([NH:43][C:44]([CH3:47])([CH3:46])C)=[O:42])[CH2:38]1)[C:29]1[CH:34]=[CH:33][CH:32]=[CH:31][C:30]=1[Cl:35]. (5) Given the product [CH2:1]([C:5]1[N:10]=[C:9]([OH:16])[N:8]=[C:7]([OH:13])[CH:6]=1)[CH2:2][CH2:3][CH3:4], predict the reactants needed to synthesize it. The reactants are: [CH2:1]([C:5]1[N:10]=[C:9](SC)[NH:8][C:7](=[O:13])[CH:6]=1)[CH2:2][CH2:3][CH3:4].C(O)(=[O:16])C. (6) Given the product [Cl:22][C:15]1[C:16]([F:21])=[CH:17][CH:18]=[C:19]([Cl:20])[C:14]=1[CH:12]([O:11][N:10]1[C:4]2[C:5](=[N:6][CH:7]=[C:2]([C:41]3[CH:42]=[C:37]([C:35]([N:29]4[CH2:34][CH2:33][O:32][CH2:31][CH2:30]4)=[O:36])[CH:38]=[CH:39][CH:40]=3)[CH:3]=2)[CH:8]=[CH:9]1)[CH3:13], predict the reactants needed to synthesize it. The reactants are: Br[C:2]1[CH:3]=[C:4]2[N:10]([O:11][CH:12]([C:14]3[C:19]([Cl:20])=[CH:18][CH:17]=[C:16]([F:21])[C:15]=3[Cl:22])[CH3:13])[CH:9]=[CH:8][C:5]2=[N:6][CH:7]=1.C([O-])([O-])=O.[K+].[K+].[N:29]1([C:35]([C:37]2[CH:38]=[C:39](B(O)O)[CH:40]=[CH:41][CH:42]=2)=[O:36])[CH2:34][CH2:33][O:32][CH2:31][CH2:30]1.